This data is from Reaction yield outcomes from USPTO patents with 853,638 reactions. The task is: Predict the reaction yield, written as a fraction of the theoretical maximum amount of product (1.0 means a 100% yield; for example, 0.34 means a 34% yield). (1) The reactants are [C:1]([C:5]1[N:6]=[CH:7][C:8]2[NH:9][C:10]3[C:15]([C:16]=2[CH:17]=1)=[CH:14][CH:13]=[CH:12][CH:11]=3)(OC)=[O:2].[BH4-].[Na+].O. The catalyst is C1COCC1. The product is [OH:2][CH2:1][C:5]1[N:6]=[CH:7][C:8]2[NH:9][C:10]3[C:15]([C:16]=2[CH:17]=1)=[CH:14][CH:13]=[CH:12][CH:11]=3. The yield is 0.810. (2) The yield is 0.716. The reactants are [Cl:1][C:2]1[C:7]([CH2:8][OH:9])=[CH:6][N:5]=[C:4]([S:10][CH3:11])[N:3]=1. The product is [Cl:1][C:2]1[C:7]([CH:8]=[O:9])=[CH:6][N:5]=[C:4]([S:10][CH3:11])[N:3]=1. The catalyst is C(Cl)Cl.O=[Mn]=O. (3) The reactants are [N:1]1[C:10]2[C:5](=[CH:6][C:7]([CH2:11][N:12]3[C:16]4=[N:17][C:18](/[C:21](=[N:23]/[O:24][CH2:25][CH2:26][N:27]5C(=O)C6C(=CC=CC=6)C5=O)/[CH3:22])=[CH:19][N:20]=[C:15]4[N:14]=[N:13]3)=[CH:8][CH:9]=2)[CH:4]=[CH:3][CH:2]=1.O.NN. The catalyst is CO. The product is [NH2:27][CH2:26][CH2:25][O:24]/[N:23]=[C:21](/[C:18]1[N:17]=[C:16]2[N:12]([CH2:11][C:7]3[CH:6]=[C:5]4[C:10](=[CH:9][CH:8]=3)[N:1]=[CH:2][CH:3]=[CH:4]4)[N:13]=[N:14][C:15]2=[N:20][CH:19]=1)\[CH3:22]. The yield is 0.370. (4) The reactants are Cl[CH:16](C1C=CC=C([CH:16](Cl)[CH:17]([OH:23])[CH2:18][S:19][CH2:20]CC)C=1)[CH:17]([OH:23])[CH2:18][S:19][CH2:20]CC.[OH-:25].[Na+].[C:27]1([CH3:33])[CH:32]=[CH:31][CH:30]=[CH:29][CH:28]=1. No catalyst specified. The product is [O:25]1[CH2:16][CH:17]1[CH2:18][S:19][CH2:33][C:27]1[CH:32]=[CH:31][CH:30]=[C:29]([CH2:20][S:19][CH2:18][CH:17]2[O:23][CH2:16]2)[CH:28]=1. The yield is 0.970. (5) The reactants are C([O:3][C:4]([C@H:6]1[C@@H:11]([NH:12][CH2:13][C:14]2[CH:19]=[CH:18][C:17]([F:20])=[CH:16][CH:15]=2)[C@H:10]2[CH2:21][C@@H:7]1[CH2:8][CH2:9]2)=O)C.[Na].[Br:23][C:24]1[CH:39]=[N:38][C:27]2[NH:28][C:29]([CH2:34][C:35]([O-])=[O:36])=[N:30][S:31](=[O:33])(=[O:32])[C:26]=2[CH:25]=1.F[P-](F)(F)(F)(F)F.N1(OC(N(C)C)=[N+](C)C)C2N=CC=CC=2N=N1.C(N(CC)CC)C. The catalyst is CN(C)C=O. The product is [Br:23][C:24]1[CH:39]=[N:38][C:27]2[NH:28][C:29]([C:34]3[C:35](=[O:36])[N:12]([CH2:13][C:14]4[CH:15]=[CH:16][C:17]([F:20])=[CH:18][CH:19]=4)[C@@H:11]4[C@H:6]([C:4]=3[OH:3])[C@@H:7]3[CH2:21][C@H:10]4[CH2:9][CH2:8]3)=[N:30][S:31](=[O:33])(=[O:32])[C:26]=2[CH:25]=1. The yield is 0.600. (6) The reactants are [CH3:1][O:2][C:3](=[O:19])[CH2:4][O:5][C:6]1[CH:11]=[C:10]([CH:12]([CH3:14])[CH3:13])[C:9]([S:15]C#N)=[CH:8][C:7]=1[CH3:18].SC[C@H]([C@@H](CS)O)O.OP([O-])(O)=O.[K+]. The catalyst is CO. The product is [CH3:1][O:2][C:3](=[O:19])[CH2:4][O:5][C:6]1[CH:11]=[C:10]([CH:12]([CH3:13])[CH3:14])[C:9]([SH:15])=[CH:8][C:7]=1[CH3:18]. The yield is 0.720. (7) The reactants are [H-].[Na+].[CH2:3]([OH:15])[CH2:4][O:5][CH2:6][CH2:7][O:8][CH2:9][CH2:10][O:11][CH2:12][CH2:13]O.S([O-])(=O)(=O)C.[CH2:21]([O:28][CH2:29][CH2:30][O:31][CH2:32][CH2:33][O:34][CH2:35][CH2:36][O:37][CH2:38][CH2:39][OH:40])[C:22]1[CH:27]=[CH:26][CH:25]=[CH:24][CH:23]=1. The catalyst is O1CCCC1. The product is [CH2:21]([O:28][CH2:29][CH2:30][O:31][CH2:32][CH2:33][O:34][CH2:35][CH2:36][O:37][CH2:38][CH2:39][O:40][CH2:13][CH2:12][O:11][CH2:10][CH2:9][O:8][CH2:7][CH2:6][O:5][CH2:4][CH2:3][OH:15])[C:22]1[CH:23]=[CH:24][CH:25]=[CH:26][CH:27]=1. The yield is 0.340. (8) The reactants are [C:1]([C:4]1[CH:5]=[C:6]([N:10]2[C:15](=[O:16])[C:14]([CH2:17][C:18]3[CH:23]=[CH:22][C:21]([C:24]4[C:25]([C:30]#[N:31])=[CH:26][CH:27]=[CH:28][CH:29]=4)=[CH:20][CH:19]=3)=[C:13]([CH2:32][CH2:33][CH3:34])[N:12]=[C:11]2[CH2:35][CH3:36])[CH:7]=[CH:8][CH:9]=1)(=[O:3])[CH3:2].[CH3:37][Li].[Cl-].[NH4+]. The catalyst is O1CCCC1. The product is [CH2:35]([C:11]1[N:10]([C:6]2[CH:7]=[CH:8][CH:9]=[C:4]([C:1]([OH:3])([CH3:37])[CH3:2])[CH:5]=2)[C:15](=[O:16])[C:14]([CH2:17][C:18]2[CH:23]=[CH:22][C:21]([C:24]3[C:25]([C:30]#[N:31])=[CH:26][CH:27]=[CH:28][CH:29]=3)=[CH:20][CH:19]=2)=[C:13]([CH2:32][CH2:33][CH3:34])[N:12]=1)[CH3:36]. The yield is 0.830. (9) The yield is 0.770. No catalyst specified. The reactants are [NH2:1][C:2]1[C:11]2[C:6](=[C:7](Br)[CH:8]=[CH:9][CH:10]=2)[N:5]=[N:4][C:3]=1[C:13]([NH:15][CH2:16][CH2:17][CH3:18])=[O:14].[CH3:19][O:20][C:21]1[CH:26]=[CH:25][C:24]([Cl:27])=[CH:23][C:22]=1B(O)O. The product is [NH2:1][C:2]1[C:11]2[C:6](=[C:7]([C:26]3[CH:25]=[C:24]([Cl:27])[CH:23]=[CH:22][C:21]=3[O:20][CH3:19])[CH:8]=[CH:9][CH:10]=2)[N:5]=[N:4][C:3]=1[C:13]([NH:15][CH2:16][CH2:17][CH3:18])=[O:14].